Dataset: Forward reaction prediction with 1.9M reactions from USPTO patents (1976-2016). Task: Predict the product of the given reaction. (1) Given the reactants [CH3:1][S:2]([C:5]1[CH:10]=[CH:9][C:8]([OH:11])=[CH:7][CH:6]=1)(=[O:4])=[O:3].Cl.Cl[C:14]1[CH:19]=[CH:18][N:17]=[CH:16][CH:15]=1, predict the reaction product. The product is: [CH3:1][S:2]([C:5]1[CH:10]=[CH:9][C:8]([O:11][C:16]2[CH:15]=[CH:14][CH:19]=[CH:18][N:17]=2)=[CH:7][CH:6]=1)(=[O:3])=[O:4]. (2) Given the reactants [C:1]1([C:8]#[N:9])([C:6]#[N:7])[CH2:5][CH2:4][CH2:3][CH2:2]1.[H-].[Al+3].[Li+].[H-].[H-].[H-], predict the reaction product. The product is: [C:1]1([CH2:8][NH2:9])([CH2:6][NH2:7])[CH2:5][CH2:4][CH2:3][CH2:2]1. (3) Given the reactants COC([C:5]1[CH:10]=[C:9]([O:11][CH2:12][CH2:13][CH2:14][N:15]2[CH2:20][CH2:19][O:18][CH2:17][CH2:16]2)[C:8]([O:21][CH3:22])=[CH:7][C:6]=1[C:23]#[N:24])=N.[NH2:25][C:26]1[S:27][CH:28]=[C:29]([C:31]2[CH:36]=[CH:35][CH:34]=[CH:33][CH:32]=2)[N:30]=1.[H-].[Na+].C(O)(=O)C.[CH3:43][N:44](C=O)C, predict the reaction product. The product is: [CH3:22][O:21][C:8]1[CH:7]=[C:6]2[C:5](=[CH:10][C:9]=1[O:11][CH2:12][CH2:13][CH2:14][N:15]1[CH2:16][CH2:17][O:18][CH2:19][CH2:20]1)[N:44]=[CH:43][N:25]([C:26]1[S:27][CH:28]=[C:29]([C:31]3[CH:36]=[CH:35][CH:34]=[CH:33][CH:32]=3)[N:30]=1)[C:23]2=[NH:24]. (4) Given the reactants [NH2:1][C:2]1[C:3]([OH:17])=[C:4]([CH:14]=[CH:15][CH:16]=1)[C:5]([CH2:7][NH:8][CH2:9][C:10]([O:12][CH3:13])=[O:11])=[O:6].[CH3:18][O:19][C:20]1[C:21](=O)[C:22](=[O:26])[C:23]=1[O:24]C, predict the reaction product. The product is: [OH:17][C:3]1[C:2]([NH:1][C:21]2[C:22](=[O:26])[C:23](=[O:24])[C:20]=2[O:19][CH3:18])=[CH:16][CH:15]=[CH:14][C:4]=1[C:5]([CH2:7][NH:8][CH2:9][C:10]([O:12][CH3:13])=[O:11])=[O:6]. (5) Given the reactants O1CCCO[B:2]1[C:7]1[CH:37]=[CH:36][C:10]([C:11]([NH:13][S:14]([C:17]2[CH:22]=[CH:21][C:20]([NH:23][CH2:24][CH2:25][S:26][C:27]3[CH:32]=[CH:31][CH:30]=[CH:29][CH:28]=3)=[C:19]([N+:33]([O-:35])=[O:34])[CH:18]=2)(=[O:16])=[O:15])=[O:12])=[CH:9][CH:8]=1.[OH-].[K+], predict the reaction product. The product is: [BH2:2][C:7]1[CH:8]=[CH:9][C:10]([C:11]([NH:13][S:14]([C:17]2[CH:22]=[CH:21][C:20]([NH:23][CH2:24][CH2:25][S:26][C:27]3[CH:32]=[CH:31][CH:30]=[CH:29][CH:28]=3)=[C:19]([N+:33]([O-:35])=[O:34])[CH:18]=2)(=[O:15])=[O:16])=[O:12])=[CH:36][CH:37]=1. (6) Given the reactants Br[C:2]1[C:7]([CH3:8])=[CH:6][N:5]=[C:4]([Cl:9])[CH:3]=1.B1(B2OC(C)(C)C(C)(C)O2)OC(C)(C)C(C)(C)O1.C(Cl)Cl.CC([O-])=O.[K+].Br[C:37]1[S:38][C:39]2[C:45]([C:46]3[CH:51]=[CH:50][C:49]([Cl:52])=[CH:48][CH:47]=3)=[C:44]([C@H:53]([O:59][C:60]([CH3:63])([CH3:62])[CH3:61])[C:54]([O:56][CH2:57][CH3:58])=[O:55])[C:43]([CH3:64])=[CH:42][C:40]=2[N:41]=1.C([O-])([O-])=O.[K+].[K+], predict the reaction product. The product is: [C:60]([O:59][C@@H:53]([C:44]1[C:43]([CH3:64])=[CH:42][C:40]2[N:41]=[C:37]([C:2]3[C:7]([CH3:8])=[CH:6][N:5]=[C:4]([Cl:9])[CH:3]=3)[S:38][C:39]=2[C:45]=1[C:46]1[CH:47]=[CH:48][C:49]([Cl:52])=[CH:50][CH:51]=1)[C:54]([O:56][CH2:57][CH3:58])=[O:55])([CH3:61])([CH3:62])[CH3:63]. (7) The product is: [CH3:65][O:64][C:63]1[CH:62]=[C:47]([CH2:48][C:6]([N:8]2[CH:12]([CH2:13][O:14][C:15]3[CH:16]=[CH:17][C:18]([C:19]([O:21][CH3:22])=[O:20])=[CH:23][CH:24]=3)[CH2:11][S:10][CH2:9]2)=[O:7])[CH:56]=[CH:55][C:54]=1[NH:53][C:52]([NH:51][C:50]1[CH:49]=[CH:37][CH:36]=[CH:35][C:34]=1[CH3:33])=[O:26]. Given the reactants C(O[C:6]([N:8]1[CH:12]([CH2:13][O:14][C:15]2[CH:24]=[CH:23][C:18]([C:19]([O:21][CH3:22])=[O:20])=[CH:17][CH:16]=2)[CH2:11][S:10][CH2:9]1)=[O:7])(C)(C)C.C(O)(C(F)(F)F)=[O:26].C1[CH:33]=[CH:34][C:35]2N(O)N=N[C:36]=2[CH:37]=1.C(N([CH2:47][CH3:48])CC)C.[CH3:49][CH2:50][N:51]=[C:52]=[N:53][CH2:54][CH2:55][CH2:56]N(C)C.Cl.C1[CH2:65][O:64][CH2:63][CH2:62]1, predict the reaction product.